Dataset: Catalyst prediction with 721,799 reactions and 888 catalyst types from USPTO. Task: Predict which catalyst facilitates the given reaction. (1) Reactant: [Cl:1][C:2]1[C:3]([F:22])=[C:4]([CH:19]=[CH:20][CH:21]=1)[NH:5][C:6]1[C:15]2[C:10](=[CH:11][C:12]([O:17][CH3:18])=[C:13]([OH:16])[CH:14]=2)[N:9]=[CH:8][N:7]=1.[CH3:23][N:24]1[CH2:28][CH2:27][CH:26](O)[CH2:25]1.C1(P(C2C=CC=CC=2)C2C=CC=CC=2)C=CC=CC=1. Product: [Cl:1][C:2]1[C:3]([F:22])=[C:4]([CH:19]=[CH:20][CH:21]=1)[NH:5][C:6]1[C:15]2[C:10](=[CH:11][C:12]([O:17][CH3:18])=[C:13]([O:16][CH:26]3[CH2:27][CH2:28][N:24]([CH3:23])[CH2:25]3)[CH:14]=2)[N:9]=[CH:8][N:7]=1. The catalyst class is: 2. (2) Reactant: [NH2:1][C:2]1[N:3]=[C:4]([N:17]2[CH2:22][CH2:21][N:20]([C:23]([NH:25][C:26]3[CH:31]=[CH:30][C:29]([CH3:32])=[CH:28][CH:27]=3)=[O:24])[CH2:19][CH2:18]2)[C:5]2[N:10]=[C:9]([C:11]3[CH:12]=[N:13][CH:14]=[CH:15][CH:16]=3)[S:8][C:6]=2[N:7]=1.[H-].[Na+].[CH3:35]I. Product: [NH2:1][C:2]1[N:3]=[C:4]([N:17]2[CH2:22][CH2:21][N:20]([C:23]([N:25]([CH3:35])[C:26]3[CH:27]=[CH:28][C:29]([CH3:32])=[CH:30][CH:31]=3)=[O:24])[CH2:19][CH2:18]2)[C:5]2[N:10]=[C:9]([C:11]3[CH:12]=[N:13][CH:14]=[CH:15][CH:16]=3)[S:8][C:6]=2[N:7]=1. The catalyst class is: 3. (3) Reactant: [Br:1][C:2]1[CH:11]=[C:10]2[C:5]([CH2:6][CH2:7][CH2:8][C:9]2=[O:12])=[C:4]([OH:13])[CH:3]=1.C(=O)([O-])[O-].[Cs+].[Cs+].Br[CH2:21][C:22]([O:24][C:25]([CH3:28])([CH3:27])[CH3:26])=[O:23]. Product: [C:25]([O:24][C:22](=[O:23])[CH2:21][O:13][C:4]1[C:5]2[CH2:6][CH2:7][CH2:8][C:9](=[O:12])[C:10]=2[CH:11]=[C:2]([Br:1])[CH:3]=1)([CH3:28])([CH3:27])[CH3:26]. The catalyst class is: 10. (4) Reactant: [OH:1][C:2]1[CH:14]=[CH:13][C:5]([O:6][CH:7]([CH3:12])[C:8]([NH:10][CH3:11])=[O:9])=[CH:4][CH:3]=1.[Cl:15][C:16]1[CH:17]=[C:18]([CH:21]=[CH:22][CH:23]=1)[CH2:19]Br.C(=O)([O-])[O-].[K+].[K+]. Product: [Cl:15][C:16]1[CH:17]=[C:18]([CH:21]=[CH:22][CH:23]=1)[CH2:19][O:1][C:2]1[CH:3]=[CH:4][C:5]([O:6][CH:7]([CH3:12])[C:8]([NH:10][CH3:11])=[O:9])=[CH:13][CH:14]=1. The catalyst class is: 131. (5) Reactant: Br[CH2:2][CH2:3][CH2:4][C:5]1[C:13]2[C:8](=[CH:9][CH:10]=[C:11]([Cl:14])[CH:12]=2)[NH:7][CH:6]=1.[N-:15]=[N+:16]=[N-:17].[Na+]. Product: [N:15]([CH2:2][CH2:3][CH2:4][C:5]1[C:13]2[C:8](=[CH:9][CH:10]=[C:11]([Cl:14])[CH:12]=2)[NH:7][CH:6]=1)=[N+:16]=[N-:17]. The catalyst class is: 3. (6) Product: [CH3:1][C:2]1[C:3](=[O:12])[C:4]2[C:9]([C:10]3([O:16][CH2:13][CH2:14][O:19]3)[CH:11]=1)=[CH:8][CH:7]=[CH:6][CH:5]=2. The catalyst class is: 196. Reactant: [CH3:1][C:2]1[CH:11]=[CH:10][C:9]2[C:4](=[CH:5][CH:6]=[CH:7][CH:8]=2)[C:3]=1[OH:12].[C:13]([OH:16])(=[O:19])[CH3:14].[C:13]([OH:16])(=[O:19])[CH3:14].IC1C=CC=CC=1. (7) Reactant: [C:1]([O:5][C@@H:6]([C:11]1[C:12]([CH3:42])=[CH:13][C:14]2[N:15]([CH:25]=[C:26]([C:28](=O)[NH:29][CH2:30][C:31](=[O:40])[CH2:32][C:33]3[CH:38]=[CH:37][C:36]([F:39])=[CH:35][CH:34]=3)[N:27]=2)[C:16]=1[N:17]1[CH2:22][CH2:21][C:20]([CH3:24])([CH3:23])[CH2:19][CH2:18]1)[C:7]([O:9]C)=[O:8])([CH3:4])([CH3:3])[CH3:2].CC[N+](S(N=C(OC)[O-])(=O)=O)(CC)CC.CO.[Li+].[OH-]. Product: [C:1]([O:5][C@@H:6]([C:11]1[C:12]([CH3:42])=[CH:13][C:14]2[N:15]([CH:25]=[C:26]([C:28]3[O:40][C:31]([CH2:32][C:33]4[CH:34]=[CH:35][C:36]([F:39])=[CH:37][CH:38]=4)=[CH:30][N:29]=3)[N:27]=2)[C:16]=1[N:17]1[CH2:22][CH2:21][C:20]([CH3:24])([CH3:23])[CH2:19][CH2:18]1)[C:7]([OH:9])=[O:8])([CH3:3])([CH3:2])[CH3:4]. The catalyst class is: 20. (8) Reactant: [CH3:1][CH:2]1[CH2:6][CH2:5][CH:4]([CH3:7])[N:3]1[C:8]1[CH:13]=[CH:12][C:11]([N+:14]([O-])=O)=[CH:10][CH:9]=1.Cl.[H][H]. Product: [CH3:7][CH:4]1[CH2:5][CH2:6][CH:2]([CH3:1])[N:3]1[C:8]1[CH:9]=[CH:10][C:11]([NH2:14])=[CH:12][CH:13]=1. The catalyst class is: 19. (9) Reactant: [CH3:1][N:2]1[CH2:7][CH2:6][NH:5][CH2:4][CH2:3]1.C(N(C(C)C)CC)(C)C.Cl[S:18]([OH:21])(=[O:20])=[O:19]. Product: [CH3:1][N:2]1[CH2:7][CH2:6][N:5]([S:18]([OH:21])(=[O:20])=[O:19])[CH2:4][CH2:3]1. The catalyst class is: 2.